From a dataset of Experimentally validated miRNA-target interactions with 360,000+ pairs, plus equal number of negative samples. Binary Classification. Given a miRNA mature sequence and a target amino acid sequence, predict their likelihood of interaction. (1) The miRNA is cel-miR-1829a-3p with sequence CAACCAUUGGAAUUUCUCUAUU. The protein sequence of the target gene is MAAEAPSGGEAPVCDSGRSDAICNFVICNDSPLRGQPIIFNPDFFVEKLRHEKPEVFTELVVSNITRLIDLPGTELAQLMGEVDLKLPGGAGPAAGFFRSLMSLKRKEKGVVFGSPLTEEGIAQIYQLIEYLHKNLRVEGLFRVPGNSVRQQLLRDALNNGTDIDLDSGEFHSNDVATLLKMFLGELPEPLLTHKHFHVHLKIADLMQFDDKGNKTNIPDKERQIEALQLLFLILPPANRNLLKLLLDLLYQTAKKQDKNKMSAHNLALMFAPHVLWPKNVTANDLQENIIKLNTGMAFM.... Result: 0 (no interaction). (2) The miRNA is hsa-miR-194-5p with sequence UGUAACAGCAACUCCAUGUGGA. The protein sequence of the target gene is MADFDEIYEEEEDEERALEEQLLKYSPDPVVVRGSGHVTVFGLSNKFESEFPSSLTGKVAPEEFKASINRVNSCLKKNLPVNVRWLLCGCLCCCCTLGCSMWPVICLSKRTRRSIEKLLEWENNRLYHKLCLHWRLSKRKCETNNMMEYVILIEFLPKTPIFRPD. Result: 0 (no interaction). (3) The miRNA is hsa-miR-376b-3p with sequence AUCAUAGAGGAAAAUCCAUGUU. The protein sequence of the target gene is MVESCLLTFRAFFWWIALIKMDLSDLGEAAAFLRRSEAELLLLQATALDGKKKCWIPDGENAYIEAEVKGSEDDGTVIVETADGESLSIKEDKIQQMNPPEFEMIEDMAMLTHLNEASVLHTLKRRYGQWMIYTYSGLFCVTINPYKWLPVYQKEVMAAYKGKRRSEAPPHIFAVANNAFQDMLHNRENQSILFTGESGAGKTVNSKHIIQYFATIAAMIESRKKQGALEDQIMQANTILEAFGNAKTLRNDNSSRFGKFIRMHFGARGMLSSVDIDIYLLEKSRVIFQQAGERNYHIFY.... Result: 0 (no interaction). (4) The miRNA is hsa-miR-760 with sequence CGGCUCUGGGUCUGUGGGGA. The protein sequence of the target gene is MGATGDAEQPRGPSGAERGGLELGDAGAAGQLVLTNPWNIMIKHRQVQRRGRRSQMTTSFTDPAISMDLLRAVLQPSINEEIQTVFNKYMKFFQKAALNVRDNVGEEVDAEQLIQEACRSCLEQAKLLFSDGEKVIPRLTHELPGIKRGRQAEEECAHRGSPLPKKRKGRPPGHILSSDRAAAGMVWKPKSCEPIRREGPKWDPARLNESTTFVLGSRANKALGMGGTRGRIYIKHPHLFKYAADPQDKHWLAEQHHMRATGGKMAYLLIEEDIRDLAASDDYRGCLDLKLEELKSFVLP.... Result: 1 (interaction).